Task: Predict the reaction yield, written as a fraction of the theoretical maximum amount of product (1.0 means a 100% yield; for example, 0.34 means a 34% yield).. Dataset: Reaction yield outcomes from USPTO patents with 853,638 reactions (1) The product is [CH:1]1([N:5]2[CH2:11][CH2:10][CH2:9][N:8]([C:12]([CH:14]3[CH2:15][N:16]([C:18]([N:31]4[CH2:32][CH2:33][C:34]5[C:39](=[CH:38][CH:37]=[CH:36][CH:35]=5)[CH2:30]4)=[O:20])[CH2:17]3)=[O:13])[CH2:7][CH2:6]2)[CH2:2][CH2:3][CH2:4]1. The yield is 0.190. The reactants are [CH:1]1([N:5]2[CH2:11][CH2:10][CH2:9][N:8]([C:12]([CH:14]3[CH2:17][N:16]([C:18]([O:20]C4C=CC([N+]([O-])=O)=CC=4)=O)[CH2:15]3)=[O:13])[CH2:7][CH2:6]2)[CH2:4][CH2:3][CH2:2]1.[CH2:30]1[C:39]2[C:34](=[CH:35][CH:36]=[CH:37][CH:38]=2)[CH2:33][CH2:32][NH:31]1.CCN(C(C)C)C(C)C.C(O)(C)C. The catalyst is ClCCCl.ClCCl. (2) The catalyst is CO.C(OC(=O)C)C. The product is [CH3:22][O:23][C:2]1[N:11]=[C:10]([N:12]([C:14]2[CH:19]=[CH:18][C:17]([O:20][CH3:21])=[CH:16][CH:15]=2)[CH3:13])[C:9]2[C:4](=[CH:5][CH:6]=[CH:7][CH:8]=2)[N:3]=1. The reactants are Cl[C:2]1[N:11]=[C:10]([N:12]([C:14]2[CH:19]=[CH:18][C:17]([O:20][CH3:21])=[CH:16][CH:15]=2)[CH3:13])[C:9]2[C:4](=[CH:5][CH:6]=[CH:7][CH:8]=2)[N:3]=1.[CH3:22][O-:23].[Na+]. The yield is 0.540. (3) The reactants are Br[C:2]1[C:7](=[O:8])[N:6]([CH2:9][C:10]2[CH:15]=[CH:14][C:13]([C:16]3[C:17]([C:22]#[N:23])=[CH:18][CH:19]=[CH:20][CH:21]=3)=[CH:12][CH:11]=2)[C:5]([CH2:24][CH2:25][CH3:26])=[N:4][C:3]=1[CH2:27][CH3:28].[CH:29]([O:32][C:33]1[CH:38]=[CH:37][C:36](B(O)O)=[CH:35][CH:34]=1)([CH3:31])[CH3:30]. The catalyst is C(=O)([O-])[O-].[Cs+].[Cs+].O1CCOCC1.C(OCC)(=O)C.C1C=CC(P(C2C=CC=CC=2)[C-]2C=CC=C2)=CC=1.C1C=CC(P(C2C=CC=CC=2)[C-]2C=CC=C2)=CC=1.Cl[Pd]Cl.[Fe+2]. The product is [CH2:27]([C:3]1[N:4]=[C:5]([CH2:24][CH2:25][CH3:26])[N:6]([CH2:9][C:10]2[CH:11]=[CH:12][C:13]([C:16]3[C:17]([C:22]#[N:23])=[CH:18][CH:19]=[CH:20][CH:21]=3)=[CH:14][CH:15]=2)[C:7](=[O:8])[C:2]=1[C:36]1[CH:37]=[CH:38][C:33]([O:32][CH:29]([CH3:31])[CH3:30])=[CH:34][CH:35]=1)[CH3:28]. The yield is 0.890. (4) The reactants are Cl[C:2]1[CH:3]=[CH:4][C:5]2[O:14][CH2:13][CH2:12][C:11]3[CH:10]=[C:9]([C:15]4[N:16]([C:20]5[CH:25]=[CH:24][C:23]([F:26])=[CH:22][C:21]=5[F:27])[N:17]=[CH:18][N:19]=4)[S:8][C:7]=3[C:6]=2[N:28]=1.[CH2:29]([OH:33])[CH2:30][C:31]#[CH:32]. No catalyst specified. The product is [F:27][C:21]1[CH:22]=[C:23]([F:26])[CH:24]=[CH:25][C:20]=1[N:16]1[C:15]([C:9]2[S:8][C:7]3[C:6]4[N:28]=[C:2]([C:32]#[C:31][CH2:30][CH2:29][OH:33])[CH:3]=[CH:4][C:5]=4[O:14][CH2:13][CH2:12][C:11]=3[CH:10]=2)=[N:19][CH:18]=[N:17]1. The yield is 0.810. (5) The reactants are O1CCCC1.C[Si](C)(C)[C:8]([F:11])([F:10])[F:9].[O:14]1[CH2:19][CH2:18][CH2:17][C:16](=[O:20])[CH2:15]1.Cl. The catalyst is O.CCOC(C)=O.CCCC[N+](CCCC)(CCCC)CCCC.[F-]. The product is [F:9][C:8]([F:11])([F:10])[C:16]1([OH:20])[CH2:17][CH2:18][CH2:19][O:14][CH2:15]1. The yield is 0.471. (6) The reactants are [C:1]([O:5][C:6]([N:8]1[CH2:12][CH2:11][C:10]([CH2:22][NH:23]C(OCC2C=CC=CC=2)=O)([C:13](=[O:21])[NH:14][C:15]2[CH:20]=[CH:19][CH:18]=[CH:17][CH:16]=2)[CH2:9]1)=[O:7])([CH3:4])([CH3:3])[CH3:2].C([O-])=O.[NH4+]. The catalyst is CO.C(Cl)Cl.[Pd]. The product is [NH2:23][CH2:22][C:10]1([C:13](=[O:21])[NH:14][C:15]2[CH:20]=[CH:19][CH:18]=[CH:17][CH:16]=2)[CH2:11][CH2:12][N:8]([C:6]([O:5][C:1]([CH3:3])([CH3:4])[CH3:2])=[O:7])[CH2:9]1. The yield is 0.970. (7) The reactants are [OH:1][C:2]1[CH:7]=[C:6]([O:8][CH2:9][C:10]#[CH:11])[CH:5]=[CH:4][C:3]=1[C:12](=[O:15])[CH2:13][CH3:14]. The catalyst is C(N(CC)C1C=CC=CC=1)C. The product is [OH:1][C:2]1[C:3]([C:12](=[O:15])[CH2:13][CH3:14])=[CH:4][CH:5]=[C:6]2[C:7]=1[CH:11]=[CH:10][CH2:9][O:8]2. The yield is 0.450. (8) The reactants are Cl[C:2]1[CH:7]=[C:6]([Cl:8])[N:5]=[C:4]([CH3:9])[N:3]=1.C(N(CC)CC)C.[CH3:17][N:18]1[CH:22]=[C:21]([CH2:23][NH2:24])[CH:20]=[N:19]1. The catalyst is O1CCOCC1.C(OCC)(=O)C. The product is [Cl:8][C:6]1[N:5]=[C:4]([CH3:9])[N:3]=[C:2]([NH:24][CH2:23][C:21]2[CH:20]=[N:19][N:18]([CH3:17])[CH:22]=2)[CH:7]=1. The yield is 0.830. (9) The reactants are [CH3:1][O:2][C:3]1[CH:4]=[CH:5][C:6]2[CH:10]=[CH:9][S:8][C:7]=2[CH:11]=1.Br[C:13]1[CH:18]=[CH:17][C:16]([F:19])=[CH:15][C:14]=1[CH3:20].CC(C)(C)C(O)=O.C([O-])([O-])=O.[K+].[K+]. The catalyst is CC(N(C)C)=O.C(Cl)Cl.O. The product is [F:19][C:16]1[CH:17]=[CH:18][C:13]([C:9]2[S:8][C:7]3[CH:11]=[C:3]([O:2][CH3:1])[CH:4]=[CH:5][C:6]=3[CH:10]=2)=[C:14]([CH3:20])[CH:15]=1. The yield is 0.440. (10) The reactants are [CH2:1]([N:3]1[C:7]([NH2:8])=[CH:6][CH:5]=[N:4]1)[CH3:2].N1C=CC=CC=1.Cl[C:16]([O:18][CH2:19][C:20]([Cl:23])([Cl:22])[Cl:21])=[O:17].O. The catalyst is O1CCCC1. The product is [CH2:1]([N:3]1[C:7]([NH:8][C:16](=[O:17])[O:18][CH2:19][C:20]([Cl:23])([Cl:22])[Cl:21])=[CH:6][CH:5]=[N:4]1)[CH3:2]. The yield is 0.501.